The task is: Predict the reactants needed to synthesize the given product.. This data is from Full USPTO retrosynthesis dataset with 1.9M reactions from patents (1976-2016). Given the product [F:18][C:17]([F:20])([F:19])[C:14]1[CH:15]=[CH:16][C:11]([CH:9]([N:7]2[CH:8]=[C:4]([NH:1][C:35](=[O:36])[C@@H:34]([NH:33][CH:27]3[CH2:26][CH2:25][C:24]4[C:29](=[C:30]([F:32])[CH:31]=[C:22]([F:21])[CH:23]=4)[CH2:28]3)[CH2:38][CH2:39][CH3:40])[N:5]=[CH:6]2)[CH3:10])=[CH:12][CH:13]=1, predict the reactants needed to synthesize it. The reactants are: [N+:1]([C:4]1[N:5]=[CH:6][N:7]([CH:9]([C:11]2[CH:16]=[CH:15][C:14]([C:17]([F:20])([F:19])[F:18])=[CH:13][CH:12]=2)[CH3:10])[CH:8]=1)([O-])=O.[F:21][C:22]1[CH:23]=[C:24]2[C:29](=[C:30]([F:32])[CH:31]=1)[CH2:28][CH:27]([NH:33][CH:34]([CH2:38][CH2:39][CH3:40])[C:35](O)=[O:36])[CH2:26][CH2:25]2.